From a dataset of Forward reaction prediction with 1.9M reactions from USPTO patents (1976-2016). Predict the product of the given reaction. (1) Given the reactants [F:1][C:2]([F:18])([F:17])[C:3]([NH:5][C@@H:6]1[C:15]2[C:10](=[CH:11][CH:12]=[CH:13][CH:14]=2)[C:9](=[O:16])[CH2:8][CH2:7]1)=[O:4].C(O)=O, predict the reaction product. The product is: [F:1][C:2]([F:17])([F:18])[C:3]([NH:5][C@@H:6]1[C:15]2[C:10](=[CH:11][CH:12]=[CH:13][CH:14]=2)[C@H:9]([OH:16])[CH2:8][CH2:7]1)=[O:4]. (2) Given the reactants [CH3:1][O:2][C:3]1[C:4]2[CH2:12][NH:11][CH2:10][CH2:9][C:5]=2[N:6]=[CH:7][N:8]=1.Br[C:14]1[CH:15]=[C:16]([Cl:22])[C:17]([O:20][CH3:21])=[N:18][CH:19]=1.CC(C)([O-])C.[Na+].CC(C1C=C(C(C)C)C(C2C=CC=CC=2P(C2CCCCC2)C2CCCCC2)=C(C(C)C)C=1)C, predict the reaction product. The product is: [Cl:22][C:16]1[CH:15]=[C:14]([N:11]2[CH2:10][CH2:9][C:5]3[N:6]=[CH:7][N:8]=[C:3]([O:2][CH3:1])[C:4]=3[CH2:12]2)[CH:19]=[N:18][C:17]=1[O:20][CH3:21]. (3) Given the reactants [C:1]([C:4]1[S:8][C:7]2[CH:9]=[CH:10][CH:11]=[CH:12][C:6]=2[CH:5]=1)(=[O:3])[CH3:2].C(=O)=O.CC(C)=O.[Li+].C[Si]([N-][Si](C)(C)C)(C)C.[F:30][C:31]([F:40])([F:39])[C:32](N1C=CN=C1)=[O:33].Cl, predict the reaction product. The product is: [S:8]1[C:4]([C:1](=[O:3])[CH2:2][C:32](=[O:33])[C:31]([F:40])([F:39])[F:30])=[CH:5][C:6]2[CH:12]=[CH:11][CH:10]=[CH:9][C:7]1=2. (4) Given the reactants [CH2:1]([O:3][C:4]([N:6]1[C:15]2[C:10](=[N:11][C:12]([O:16][CH3:17])=[CH:13][CH:14]=2)[C@@H:9]([NH:18][C:19]2[N:24]=[C:23]([CH2:25][C:26]3[CH:31]=[C:30]([C:32]([F:35])([F:34])[F:33])[CH:29]=[C:28]([C:36]([F:39])([F:38])[F:37])[CH:27]=3)[C:22]([CH2:40][OH:41])=[CH:21][N:20]=2)[CH2:8][C@H:7]1[CH2:42][CH3:43])=[O:5])[CH3:2].[OH-].[Na+].[C:46]([O:50][C:51](=[O:54])[CH:52]=[CH2:53])([CH3:49])([CH3:48])[CH3:47], predict the reaction product. The product is: [CH2:1]([O:3][C:4]([N:6]1[C:15]2[C:10](=[N:11][C:12]([O:16][CH3:17])=[CH:13][CH:14]=2)[C@@H:9]([NH:18][C:19]2[N:24]=[C:23]([CH2:25][C:26]3[CH:27]=[C:28]([C:36]([F:37])([F:38])[F:39])[CH:29]=[C:30]([C:32]([F:35])([F:33])[F:34])[CH:31]=3)[C:22]([CH2:40][O:41][CH2:53][CH2:52][C:51]([O:50][C:46]([CH3:49])([CH3:48])[CH3:47])=[O:54])=[CH:21][N:20]=2)[CH2:8][C@H:7]1[CH2:42][CH3:43])=[O:5])[CH3:2]. (5) Given the reactants [F:1][C:2]([F:16])([F:15])[C:3]1[CH:8]=[C:7]([C:9]([F:12])([F:11])[F:10])[CH:6]=[C:5]([NH2:13])[C:4]=1[NH2:14].[C:17]([O:21][C:22]([NH:24][CH2:25][C:26](O)=[O:27])=[O:23])([CH3:20])([CH3:19])[CH3:18].CN(C(ON1N=NC2C=CC=NC1=2)=[N+](C)C)C.F[P-](F)(F)(F)(F)F.C(N(CC)CC)C, predict the reaction product. The product is: [NH2:14][C:4]1[C:3]([C:2]([F:15])([F:16])[F:1])=[CH:8][C:7]([C:9]([F:12])([F:11])[F:10])=[CH:6][C:5]=1[NH:13][C:26](=[O:27])[CH2:25][NH:24][C:22](=[O:23])[O:21][C:17]([CH3:18])([CH3:19])[CH3:20]. (6) Given the reactants [N+:1]([C:4]1[CH:5]=[C:6]([CH:21]=[CH:22][CH:23]=1)[O:7][CH2:8][CH2:9][N:10]1[C:14](=[O:15])[C:13]2[CH:16]=[CH:17][CH:18]=[CH:19][C:12]=2[C:11]1=[O:20])([O-])=O.[N+](C1C=[C:29]([OH:33])[CH:30]=[CH:31]C=1)([O-])=O.[C:47]1(P([C:47]2[CH:52]=[CH:51][CH:50]=[CH:49][CH:48]=2)[C:47]2[CH:52]=[CH:51][CH:50]=[CH:49][CH:48]=2)[CH:52]=[CH:51][CH:50]=[CH:49][CH:48]=1.OCCN1C(=O)[C:59]2=CC=C[CH:65]=[C:58]2[C:57]1=O.N(C(OCC)=O)=NC(OCC)=O, predict the reaction product. The product is: [C:58]([C:47]1[CH:48]=[CH:49][C:50](/[CH:31]=[CH:30]/[C:29]([NH:1][C:4]2[CH:23]=[CH:22][CH:21]=[C:6]([O:7][CH2:8][CH2:9][N:10]3[C:14](=[O:15])[C:13]4[CH:16]=[CH:17][CH:18]=[CH:19][C:12]=4[C:11]3=[O:20])[CH:5]=2)=[O:33])=[CH:51][CH:52]=1)([CH3:59])([CH3:65])[CH3:57]. (7) The product is: [Br:1][C:2]1[CH:3]=[C:4]([C:8]([C:10]2[C:11]([Cl:17])=[N:12][C:13]([Cl:16])=[N:14][CH:15]=2)=[O:9])[CH:5]=[CH:6][CH:7]=1. Given the reactants [Br:1][C:2]1[CH:3]=[C:4]([CH:8]([C:10]2[C:11]([Cl:17])=[N:12][C:13]([Cl:16])=[N:14][CH:15]=2)[OH:9])[CH:5]=[CH:6][CH:7]=1.C([O-])(O)=O.[Na+].CC1(C)N([O])C(C)(C)CCC1.[O-]Cl.[Na+], predict the reaction product. (8) Given the reactants [Br:1][C:2]1[C:3]([CH:17]2[CH2:19][CH2:18]2)=[N:4][C:5]([N:10]2[CH2:15][CH2:14][NH:13][C@H:12]([CH3:16])[CH2:11]2)=[C:6]([CH:9]=1)[C:7]#[N:8].[CH:20]1([C:23](=[O:29])C=CN(C)C)[CH2:22]C1.C(C([O-])C)(O)=[O:31].CCN(C(C)C)C(C)C, predict the reaction product. The product is: [Br:1][C:2]1[C:3]([CH:17]2[CH2:19][CH2:18]2)=[N:4][C:5]([N:10]2[CH2:15][CH2:14][N:13]([C:22](=[O:31])[CH2:20][CH2:23][OH:29])[C@H:12]([CH3:16])[CH2:11]2)=[C:6]([CH:9]=1)[C:7]#[N:8]. (9) Given the reactants C([O:3][C:4](=[O:22])[CH2:5][CH:6]([C@H:8]1[CH2:12][C:11]([F:14])([F:13])[CH2:10][N:9]1[C:15]([O:17][C:18]([CH3:21])([CH3:20])[CH3:19])=[O:16])[CH3:7])C.O[Li].O, predict the reaction product. The product is: [C:18]([O:17][C:15]([N:9]1[CH2:10][C:11]([F:13])([F:14])[CH2:12][C@@H:8]1[CH:6]([CH3:7])[CH2:5][C:4]([OH:22])=[O:3])=[O:16])([CH3:21])([CH3:19])[CH3:20]. (10) Given the reactants [CH3:1][N:2]1[C@H:6]2[CH2:7][C:8]([CH2:10][CH2:11][C@@:5]2([C:12]2[CH:17]=[CH:16][C:15]([O:18][CH3:19])=[C:14]([O:20][CH3:21])[CH:13]=2)[CH2:4][CH2:3]1)=O.[CH2:22]([NH2:29])[C:23]1[CH:28]=[CH:27][CH:26]=[CH:25][CH:24]=1.C([BH3-])#N.[Na+].[F:34][C:35]([F:47])([F:46])[C:36]1[CH:37]=[C:38]([N:43]=[C:44]=[O:45])[CH:39]=[CH:40][C:41]=1[Cl:42], predict the reaction product. The product is: [CH2:22]([N:29]([C@@H:8]1[CH2:7][C@H:6]2[C@:5]([C:12]3[CH:17]=[CH:16][C:15]([O:18][CH3:19])=[C:14]([O:20][CH3:21])[CH:13]=3)([CH2:4][CH2:3][N:2]2[CH3:1])[CH2:11][CH2:10]1)[C:44]([NH:43][C:38]1[CH:39]=[CH:40][C:41]([Cl:42])=[C:36]([C:35]([F:46])([F:34])[F:47])[CH:37]=1)=[O:45])[C:23]1[CH:28]=[CH:27][CH:26]=[CH:25][CH:24]=1.